Task: Predict the reaction yield, written as a fraction of the theoretical maximum amount of product (1.0 means a 100% yield; for example, 0.34 means a 34% yield).. Dataset: Reaction yield outcomes from USPTO patents with 853,638 reactions (1) The reactants are [F:1][C:2]1[C:3]([O:24][C@H:25]2[C@H:29]([OH:30])[CH2:28][O:27][CH2:26]2)=[C:4]([CH:18]=[C:19]([N+:21]([O-:23])=[O:22])[CH:20]=1)[CH2:5][N:6]([CH3:17])[C:7](=[O:16])[O:8][CH2:9][C:10]1[CH:15]=[CH:14][CH:13]=[CH:12][CH:11]=1.[N+:31]([C:34]1[CH:42]=[CH:41][C:37]([C:38](O)=[O:39])=[CH:36][CH:35]=1)([O-:33])=[O:32].C1C=CC(P(C2C=CC=CC=2)C2C=CC=CC=2)=CC=1.CC(OC(/N=N/C(OC(C)C)=O)=O)C. The catalyst is C1COCC1. The product is [N+:31]([C:34]1[CH:35]=[CH:36][C:37]([C:38]([O:30][C@@H:29]2[C@H:25]([O:24][C:3]3[C:2]([F:1])=[CH:20][C:19]([N+:21]([O-:23])=[O:22])=[CH:18][C:4]=3[CH2:5][N:6]([C:7]([O:8][CH2:9][C:10]3[CH:15]=[CH:14][CH:13]=[CH:12][CH:11]=3)=[O:16])[CH3:17])[CH2:26][O:27][CH2:28]2)=[O:39])=[CH:41][CH:42]=1)([O-:33])=[O:32]. The yield is 0.790. (2) The reactants are [CH3:1][O:2][C:3](=[O:16])[C@@H:4]([NH:8][C:9]([O:11][C:12]([CH3:15])([CH3:14])[CH3:13])=[O:10])[CH2:5][CH2:6]I.[CH3:17][O:18][CH2:19][CH2:20][NH:21][CH3:22].C(N(CC)CC)C. The catalyst is O1CCOCC1. The product is [CH3:1][O:2][C:3](=[O:16])[C@@H:4]([NH:8][C:9]([O:11][C:12]([CH3:15])([CH3:14])[CH3:13])=[O:10])[CH2:5][CH2:6][N:21]([CH2:20][CH2:19][O:18][CH3:17])[CH3:22]. The yield is 0.490. (3) The reactants are [F:1][C:2]([F:11])([F:10])[C:3]1[CH:9]=[CH:8][CH:7]=[CH:6][C:4]=1[NH2:5].[C:12](OC(=O)C)(=[O:14])[CH3:13]. The catalyst is O. The product is [C:12]([NH:5][C:4]1[CH:6]=[CH:7][CH:8]=[CH:9][C:3]=1[C:2]([F:10])([F:11])[F:1])(=[O:14])[CH3:13]. The yield is 0.920. (4) The reactants are [Cl:1][C:2]1[N:11]=[CH:10][C:9]2[CH2:8][N:7]([C:12]3[CH:17]=[C:16]([N+:18]([O-])=O)[C:15]([F:21])=[CH:14][C:13]=3[CH3:22])[C:6](=[O:23])[N:5]([CH3:24])[C:4]=2[CH:3]=1.[NH4+].[Cl-]. The catalyst is CO.C1COCC1.[Zn]. The product is [NH2:18][C:16]1[C:15]([F:21])=[CH:14][C:13]([CH3:22])=[C:12]([N:7]2[CH2:8][C:9]3[CH:10]=[N:11][C:2]([Cl:1])=[CH:3][C:4]=3[N:5]([CH3:24])[C:6]2=[O:23])[CH:17]=1. The yield is 0.920. (5) The reactants are [Br:1][C:2]1[CH:7]=[CH:6][C:5]([S:8](Cl)(=[O:10])=[O:9])=[C:4]([F:12])[CH:3]=1.C[CH2:14][N:15](CC)[CH2:16]C.CNC.C1COCC1. The catalyst is ClCCl. The product is [Br:1][C:2]1[CH:7]=[CH:6][C:5]([S:8]([N:15]([CH3:16])[CH3:14])(=[O:10])=[O:9])=[C:4]([F:12])[CH:3]=1. The yield is 0.750. (6) The yield is 0.150. The catalyst is O1CCCC1. The product is [OH:2][C:3]1[N:8]=[CH:7][C:6]([N:9]2[C:13](=[O:14])[CH2:12][CH2:11][C:10]2=[O:15])=[CH:5][CH:4]=1. The reactants are C[O:2][C:3]1[N:8]=[CH:7][C:6]([N:9]2[C:13](=[O:14])[CH2:12][CH2:11][C:10]2=[O:15])=[CH:5][CH:4]=1. (7) The reactants are [CH2:1]([Mg]Br)[CH2:2][CH2:3][CH2:4][CH2:5][CH2:6][CH2:7][CH2:8][CH2:9][CH3:10].[O:13]1[CH2:17][CH2:16][CH2:15][CH2:14]1. No catalyst specified. The product is [CH3:10][CH2:9][CH2:8][CH2:7][CH2:6][CH2:5][CH2:4][CH2:3][CH2:2][CH2:1][C:14](=[O:13])[CH2:15][CH2:16][CH2:17][CH2:1][CH2:2][CH2:3][CH2:4][C:5]#[C:6][CH2:7][C:8]#[C:9][CH2:10][C:1]#[C:2][CH2:3][CH3:4]. The yield is 0.320.